Dataset: Reaction yield outcomes from USPTO patents with 853,638 reactions. Task: Predict the reaction yield, written as a fraction of the theoretical maximum amount of product (1.0 means a 100% yield; for example, 0.34 means a 34% yield). (1) The reactants are Cl[C:2]1[N:7]=[C:6]([N:8]2[CH2:13][CH2:12][O:11][CH2:10][CH2:9]2)[N:5]=[C:4]([N:14]2[C:18]3[CH:19]=[CH:20][CH:21]=[C:22]([O:23][CH3:24])[C:17]=3[N:16]=[C:15]2[CH:25]([F:27])[F:26])[N:3]=1.[NH2:28][C@@H:29]1[CH2:34][CH2:33][CH2:32][N:31]([C:35]([O:37][C:38]([CH3:41])([CH3:40])[CH3:39])=[O:36])[CH2:30]1. No catalyst specified. The product is [F:26][CH:25]([F:27])[C:15]1[N:14]([C:4]2[N:5]=[C:6]([N:8]3[CH2:13][CH2:12][O:11][CH2:10][CH2:9]3)[N:7]=[C:2]([NH:28][C@@H:29]3[CH2:34][CH2:33][CH2:32][N:31]([C:35]([O:37][C:38]([CH3:41])([CH3:40])[CH3:39])=[O:36])[CH2:30]3)[N:3]=2)[C:18]2[CH:19]=[CH:20][CH:21]=[C:22]([O:23][CH3:24])[C:17]=2[N:16]=1. The yield is 0.880. (2) The reactants are [Cl:1][C:2]1[C:3]([C:8]2[CH:9]=[C:10]3[C:14](=[CH:15][CH:16]=2)[NH:13][N:12]=[C:11]3[NH:17][C:18]2[S:19][C:20]([CH2:23][C:24]([OH:26])=O)=[CH:21][N:22]=2)=[N:4][CH:5]=[CH:6][CH:7]=1.Cl.C([N:30]=C=NCCCN(C)C)C.O.ON1C2C=CC=CC=2N=N1.N. The catalyst is C(OCC)(=O)C.C(=O)([O-])O.[Na+].CN(C)C=O. The product is [Cl:1][C:2]1[C:3]([C:8]2[CH:9]=[C:10]3[C:14](=[CH:15][CH:16]=2)[NH:13][N:12]=[C:11]3[NH:17][C:18]2[S:19][C:20]([CH2:23][C:24]([NH2:30])=[O:26])=[CH:21][N:22]=2)=[N:4][CH:5]=[CH:6][CH:7]=1. The yield is 0.270. (3) The reactants are [N:1]1[CH:6]=[CH:5][C:4]([C:7]2[C:16]3[C:11](=[CH:12][CH:13]=[C:14]([CH:17]=O)[CH:15]=3)[N:10]=[CH:9][CH:8]=2)=[CH:3][CH:2]=1.C1(P(=[CH:38][C:39]([O:41][CH3:42])=[O:40])(C2C=CC=CC=2)C2C=CC=CC=2)C=CC=CC=1. The catalyst is CO. The product is [N:1]1[CH:2]=[CH:3][C:4]([C:7]2[C:16]3[C:11](=[CH:12][CH:13]=[C:14]([CH:17]=[CH:38][C:39]([O:41][CH3:42])=[O:40])[CH:15]=3)[N:10]=[CH:9][CH:8]=2)=[CH:5][CH:6]=1. The yield is 0.950. (4) The reactants are [CH3:1][O:2][C:3]1[CH:4]=[C:5]([CH:28]=[C:29]([O:33][CH3:34])[C:30]=1[O:31][CH3:32])[C:6]([C:8]1[N:9]=[C:10]([C:13]2[CH:27]=[CH:26][C:16]([CH2:17][NH:18]C(=O)OC(C)(C)C)=[CH:15][CH:14]=2)[S:11][CH:12]=1)=[O:7].[ClH:35]. The catalyst is C(Cl)Cl.O1CCOCC1. The product is [ClH:35].[NH2:18][CH2:17][C:16]1[CH:15]=[CH:14][C:13]([C:10]2[S:11][CH:12]=[C:8]([C:6]([C:5]3[CH:28]=[C:29]([O:33][CH3:34])[C:30]([O:31][CH3:32])=[C:3]([O:2][CH3:1])[CH:4]=3)=[O:7])[N:9]=2)=[CH:27][CH:26]=1. The yield is 0.813. (5) The reactants are [C:1]([O:5]C(OC(OC(C)(C)C)=O)=O)(C)(C)C.[CH2:16]([NH:19][C:20]1[N:21]=[C:22]([NH2:30])[C:23]2[S:28][CH:27]=[C:26]([CH3:29])[C:24]=2[N:25]=1)[CH:17]=[CH2:18].[CH2:31]([NH2:34])[CH:32]=[CH2:33].C(OCC)(=O)C.CCCCCC. The catalyst is C(#N)C. The product is [CH2:16]([NH:19][C:20]1[N:21]=[C:22]([NH:30][C:1](=[O:5])[NH:34][CH2:31][CH:32]=[CH2:33])[C:23]2[S:28][CH:27]=[C:26]([CH3:29])[C:24]=2[N:25]=1)[CH:17]=[CH2:18]. The yield is 0.188.